Dataset: Retrosynthesis with 50K atom-mapped reactions and 10 reaction types from USPTO. Task: Predict the reactants needed to synthesize the given product. (1) The reactants are: CC(=O)c1ccccc1. Given the product C[C@H](O)c1ccccc1, predict the reactants needed to synthesize it. (2) Given the product O=C(CCCCCS(=O)c1ccc(Cl)cc1)NO, predict the reactants needed to synthesize it. The reactants are: COC(=O)CCCCCS(=O)c1ccc(Cl)cc1.NO. (3) Given the product COc1ncc(-c2cc3cncc(-c4cc(C)c(OC)c(C)c4)c3o2)cc1NS(=O)(=O)c1ccc(F)cc1F, predict the reactants needed to synthesize it. The reactants are: COc1ncc(-c2cc3cncc(-c4cc(C)c(OC)c(C)c4)c3o2)cc1N.O=S(=O)(Cl)c1ccc(F)cc1F. (4) The reactants are: Nc1cc(-c2ccccc2)sc1C(=O)O.O=C=Nc1c(Cl)cccc1Cl. Given the product O=C(Nc1cc(-c2ccccc2)sc1C(=O)O)Nc1c(Cl)cccc1Cl, predict the reactants needed to synthesize it. (5) Given the product CC(=O)c1ccc2[nH]nnc2c1, predict the reactants needed to synthesize it. The reactants are: CON(C)C(=O)c1ccc2[nH]nnc2c1.